From a dataset of hERG potassium channel inhibition data for cardiac toxicity prediction from Karim et al.. Regression/Classification. Given a drug SMILES string, predict its toxicity properties. Task type varies by dataset: regression for continuous values (e.g., LD50, hERG inhibition percentage) or binary classification for toxic/non-toxic outcomes (e.g., AMES mutagenicity, cardiotoxicity, hepatotoxicity). Dataset: herg_karim. (1) The result is 1 (blocker). The compound is Cc1ncoc1-c1nnc(SCCCN2CCC3(c4cccc(C(F)(F)F)c4)CC3C2)n1C. (2) The compound is CN(C)Cc1ccc2c(c1)CC[C@H](N(C)C(=O)c1ccc(-c3ccc(Cl)cc3)nc1)C2. The result is 1 (blocker). (3) The drug is O=C1OCCN1c1ccc(-c2ccc3c(c2)OC[C@@H]2[C@H](CO)OC(=O)N32)cn1. The result is 0 (non-blocker). (4) The compound is CS(=O)(=O)c1ccc2c(C(=O)NC[C@@H](O)CN3CCC(Oc4ccc(Cl)c(Cl)c4)CC3)c[nH]c(=O)c2c1. The result is 1 (blocker). (5) The compound is O[C@@H]1c2ccc(OCc3ccccc3-c3ccccc3)cc2CC[C@H]1CCN1CCC(c2ccccc2)CC1. The result is 1 (blocker). (6) The molecule is Oc1ccc(C2=CC3(CCNCC3)Oc3ccccc32)cc1. The result is 1 (blocker). (7) The molecule is Nc1cccnc1[C@H]1CC[C@H](N2CC(NC(=O)CNC(=O)c3cccc(C(F)(F)F)c3)C2)CC1. The result is 0 (non-blocker). (8) The result is 0 (non-blocker). The molecule is NC1=NCC2c3ccccc3Cc3ccccc3N12. (9) The drug is COC(=O)C1(CNC(=O)c2cc(Cl)cc(Cl)c2)CCN(Cc2ccccc2C(F)(F)F)CC1. The result is 1 (blocker). (10) The drug is COc1ccc2c(c1OC)CN(C)CCc1cc3c(cc1C(=O)C2)OCO3. The result is 0 (non-blocker).